From a dataset of Full USPTO retrosynthesis dataset with 1.9M reactions from patents (1976-2016). Predict the reactants needed to synthesize the given product. Given the product [C:1]([O:5][C:6]([N:8]1[CH2:13][CH2:12][CH:11]([CH2:14][NH:15][C:19]2[C:18]([Cl:26])=[C:17]([Cl:16])[N:22]=[C:21]([Cl:23])[C:20]=2[Cl:24])[CH2:10][CH2:9]1)=[O:7])([CH3:4])([CH3:3])[CH3:2], predict the reactants needed to synthesize it. The reactants are: [C:1]([O:5][C:6]([N:8]1[CH2:13][CH2:12][CH:11]([CH2:14][NH2:15])[CH2:10][CH2:9]1)=[O:7])([CH3:4])([CH3:3])[CH3:2].[Cl:16][C:17]1[N:22]=[C:21]([Cl:23])[C:20]([Cl:24])=[C:19](Cl)[C:18]=1[Cl:26].C(=O)([O-])[O-].[K+].[K+].